Dataset: Forward reaction prediction with 1.9M reactions from USPTO patents (1976-2016). Task: Predict the product of the given reaction. (1) Given the reactants [F:1][C:2]([F:29])([F:28])[C:3]1[N:7]2[C:8]3[CH:27]=[CH:26][CH:25]=[N:24][C:9]=3[O:10][C:11]3([CH2:16][CH2:15][N:14](C(OC(C)(C)C)=O)[CH2:13][CH2:12]3)[C:6]2=[CH:5][CH:4]=1.C(O)(C(F)(F)F)=O, predict the reaction product. The product is: [F:28][C:2]([F:1])([F:29])[C:3]1[N:7]2[C:8]3[CH:27]=[CH:26][CH:25]=[N:24][C:9]=3[O:10][C:11]3([CH2:16][CH2:15][NH:14][CH2:13][CH2:12]3)[C:6]2=[CH:5][CH:4]=1. (2) Given the reactants [CH3:1][O:2][C:3]1[C:11]2[C:6](=[N:7][CH:8]=[C:9]([NH2:12])[CH:10]=2)[N:5]([CH2:13][C:14]2[CH:19]=[CH:18][C:17]([O:20][CH3:21])=[CH:16][CH:15]=2)[N:4]=1.[Cl:22][C:23]1[C:28]([C:29](O)=[O:30])=[C:27]([F:32])[C:26]([NH:33][S:34]([CH2:37][CH2:38][CH2:39][O:40][C:41]2[CH:46]=[CH:45][C:44]([O:47][CH3:48])=[CH:43][CH:42]=2)(=[O:36])=[O:35])=[CH:25][CH:24]=1.Cl.C(N=C=NCCCN(C)C)C.O.N1(O)C2C=CC=CC=2N=N1.C(N(C(C)C)C(C)C)C, predict the reaction product. The product is: [Cl:22][C:23]1[C:28]([C:29]([NH:12][C:9]2[CH:10]=[C:11]3[C:3]([O:2][CH3:1])=[N:4][N:5]([CH2:13][C:14]4[CH:19]=[CH:18][C:17]([O:20][CH3:21])=[CH:16][CH:15]=4)[C:6]3=[N:7][CH:8]=2)=[O:30])=[C:27]([F:32])[C:26]([NH:33][S:34]([CH2:37][CH2:38][CH2:39][O:40][C:41]2[CH:42]=[CH:43][C:44]([O:47][CH3:48])=[CH:45][CH:46]=2)(=[O:36])=[O:35])=[CH:25][CH:24]=1.